From a dataset of Reaction yield outcomes from USPTO patents with 853,638 reactions. Predict the reaction yield, written as a fraction of the theoretical maximum amount of product (1.0 means a 100% yield; for example, 0.34 means a 34% yield). (1) The reactants are [Br:1][C:2]1[CH:7]=[CH:6][C:5]([C@H:8]2[N:11]([C:12]3[CH:17]=[CH:16][CH:15]=[CH:14][CH:13]=3)[C:10](=[O:18])[C@@H:9]2[CH2:19][CH2:20][C@H:21]([OH:29])[C:22]2[CH:27]=[CH:26][C:25]([F:28])=[CH:24][CH:23]=2)=[C:4]([O:30][CH2:31][C:32]2[CH:37]=[CH:36][CH:35]=[CH:34][CH:33]=2)[CH:3]=1.[Si:38](Cl)([C:41]([CH3:44])([CH3:43])[CH3:42])([CH3:40])[CH3:39].N1C=CN=C1.O. The catalyst is CN(C)C=O.C(OCC)(=O)C.CCCCCC. The product is [Br:1][C:2]1[CH:7]=[CH:6][C:5]([C@H:8]2[N:11]([C:12]3[CH:13]=[CH:14][CH:15]=[CH:16][CH:17]=3)[C:10](=[O:18])[C@@H:9]2[CH2:19][CH2:20][C@H:21]([O:29][Si:38]([C:41]([CH3:44])([CH3:43])[CH3:42])([CH3:40])[CH3:39])[C:22]2[CH:27]=[CH:26][C:25]([F:28])=[CH:24][CH:23]=2)=[C:4]([O:30][CH2:31][C:32]2[CH:33]=[CH:34][CH:35]=[CH:36][CH:37]=2)[CH:3]=1. The yield is 0.990. (2) The reactants are [C:1]([C:5]1[CH:9]=[C:8]([NH:10][C:11](=[O:41])[NH:12][C:13]2[C:22]3[C:17](=[CH:18][CH:19]=[CH:20][CH:21]=3)[C:16]([O:23][CH2:24][CH:25]([C:27]3[CH:32]=[CH:31][N:30]=[C:29]([NH:33]C(=O)OC(C)(C)C)[CH:28]=3)[CH3:26])=[CH:15][CH:14]=2)[N:7]([C:42]2[CH:47]=[CH:46][C:45]([CH3:48])=[CH:44][CH:43]=2)[N:6]=1)([CH3:4])([CH3:3])[CH3:2].C(O)(C(F)(F)F)=O. The catalyst is C(Cl)Cl. The product is [NH2:33][C:29]1[CH:28]=[C:27]([CH:25]([CH3:26])[CH2:24][O:23][C:16]2[C:17]3[C:22](=[CH:21][CH:20]=[CH:19][CH:18]=3)[C:13]([NH:12][C:11]([NH:10][C:8]3[N:7]([C:42]4[CH:43]=[CH:44][C:45]([CH3:48])=[CH:46][CH:47]=4)[N:6]=[C:5]([C:1]([CH3:4])([CH3:3])[CH3:2])[CH:9]=3)=[O:41])=[CH:14][CH:15]=2)[CH:32]=[CH:31][N:30]=1. The yield is 0.980.